Dataset: Reaction yield outcomes from USPTO patents with 853,638 reactions. Task: Predict the reaction yield, written as a fraction of the theoretical maximum amount of product (1.0 means a 100% yield; for example, 0.34 means a 34% yield). The reactants are [NH:1]1[CH2:5][CH2:4][C@H:3]([CH2:6][NH:7][C:8](=[O:14])[O:9][C:10]([CH3:13])([CH3:12])[CH3:11])[CH2:2]1.[Br:15][C:16]1[C:17](F)=[C:18]2[C:24]([NH:25][C:26](=[O:30])[CH:27]([CH3:29])[CH3:28])=[CH:23][NH:22][C:19]2=[N:20][CH:21]=1.C(N(CC)C(C)C)(C)C.CC#N.O. The catalyst is CCCCO.O. The product is [Br:15][C:16]1[C:17]([N:1]2[CH2:5][CH2:4][C@H:3]([CH2:6][NH:7][C:8](=[O:14])[O:9][C:10]([CH3:11])([CH3:13])[CH3:12])[CH2:2]2)=[C:18]2[C:24]([NH:25][C:26](=[O:30])[CH:27]([CH3:28])[CH3:29])=[CH:23][NH:22][C:19]2=[N:20][CH:21]=1. The yield is 0.610.